Dataset: Reaction yield outcomes from USPTO patents with 853,638 reactions. Task: Predict the reaction yield, written as a fraction of the theoretical maximum amount of product (1.0 means a 100% yield; for example, 0.34 means a 34% yield). (1) The reactants are [CH2:1]([O:3][C:4](=[O:24])[C:5]([O:21][CH2:22][CH3:23])=[CH:6][C:7]1[CH:12]=[CH:11][CH:10]=[C:9]([O:13]CC2C=CC=CC=2)[CH:8]=1)[CH3:2]. The catalyst is C(OCC)(=O)C.[Pd]. The product is [CH2:22]([O:21][CH:5]([CH2:6][C:7]1[CH:12]=[CH:11][CH:10]=[C:9]([OH:13])[CH:8]=1)[C:4]([O:3][CH2:1][CH3:2])=[O:24])[CH3:23]. The yield is 0.920. (2) The catalyst is C(#N)C. The product is [O:15]=[C:11]1[C:12]2[C:8](=[CH:7][C:6]([N:5]([CH2:32][C:33]3[S:34][CH:35]=[CH:36][CH:37]=3)[S:2]([CH3:1])(=[O:3])=[O:4])=[CH:14][CH:13]=2)[C:9](=[O:24])[N:10]1[CH2:16][C:17]([O:19][C:20]([CH3:21])([CH3:23])[CH3:22])=[O:18]. The yield is 0.940. The reactants are [CH3:1][S:2]([NH:5][C:6]1[CH:7]=[C:8]2[C:12](=[CH:13][CH:14]=1)[C:11](=[O:15])[N:10]([CH2:16][C:17]([O:19][C:20]([CH3:23])([CH3:22])[CH3:21])=[O:18])[C:9]2=[O:24])(=[O:4])=[O:3].C([O-])([O-])=O.[K+].[K+].Cl[CH2:32][C:33]1[S:34][CH:35]=[CH:36][CH:37]=1.